Task: Predict the product of the given reaction.. Dataset: Forward reaction prediction with 1.9M reactions from USPTO patents (1976-2016) (1) Given the reactants [O-][N+:2]1[CH:11]=[C:10]2[C:5]([CH:6]=[C:7]([C:20]3[CH:25]=[CH:24][CH:23]=[CH:22][CH:21]=3)[C:8]([C:12]3[CH:17]=[CH:16][C:15]([CH2:18][OH:19])=[CH:14][CH:13]=3)=[N:9]2)=[CH:4][CH:3]=1.[OH2:26].[OH-].[Na+], predict the reaction product. The product is: [OH:19][CH2:18][C:15]1[CH:16]=[CH:17][C:12]([C:8]2[C:7]([C:20]3[CH:25]=[CH:24][CH:23]=[CH:22][CH:21]=3)=[CH:6][C:5]3[CH:4]=[CH:3][NH:2][C:11](=[O:26])[C:10]=3[N:9]=2)=[CH:13][CH:14]=1. (2) The product is: [C:2]1([CH2:1][C:8]([NH2:9])=[O:10])[CH:7]=[CH:6][CH:5]=[CH:4][CH:3]=1. Given the reactants [CH2:1]([C:8]#[N:9])[C:2]1[CH:7]=[CH:6][CH:5]=[CH:4][CH:3]=1.[OH-:10].[Na+], predict the reaction product. (3) The product is: [CH3:15][CH:16]1[CH2:18][N:17]1[CH2:3][CH2:2][C:1]([O:5][CH2:6][CH2:7][CH2:8][CH2:9][O:10][C:11](=[O:14])[CH2:12][CH2:13][N:17]1[CH2:18][CH:16]1[CH3:15])=[O:4]. Given the reactants [C:1]([O:5][CH2:6][CH2:7][CH2:8][CH2:9][O:10][C:11](=[O:14])[CH:12]=[CH2:13])(=[O:4])[CH:2]=[CH2:3].[CH3:15][CH:16]1[CH2:18][NH:17]1.[Al], predict the reaction product. (4) The product is: [OH:5][CH2:4][CH2:3][N:2]([CH3:1])[C:14](=[O:15])[O:16][C:17]([CH3:18])([CH3:19])[CH3:20]. Given the reactants [CH3:1][NH:2][CH2:3][CH2:4][OH:5].[CH3:18][C:17]([O:16][C:14](O[C:14]([O:16][C:17]([CH3:20])([CH3:19])[CH3:18])=[O:15])=[O:15])([CH3:20])[CH3:19], predict the reaction product. (5) Given the reactants [F:1][C:2]1[CH:7]=[CH:6][C:5]([O:8][C:9]([F:12])([F:11])[F:10])=[CH:4][CH:3]=1.C([Li])(C)(C)C.[C:18](=O)=[O:19].CN(C=O)C, predict the reaction product. The product is: [F:1][C:2]1[CH:3]=[CH:4][C:5]([O:8][C:9]([F:10])([F:11])[F:12])=[CH:6][C:7]=1[CH:18]=[O:19]. (6) Given the reactants O[C:2]1([C:8]2([OH:18])[CH2:17][CH2:16][C:11]3([O:15][CH2:14][CH2:13][O:12]3)[CH2:10][CH2:9]2)[CH2:7][CH2:6][CH2:5][CH2:4][CH2:3]1.I[CH3:20].[H-].[Na+].O.CN(C)[CH:26]=[O:27], predict the reaction product. The product is: [CH3:20][O:18][C:8]1([C:2]2([O:27][CH3:26])[CH2:7][CH2:6][CH2:5][CH2:4][CH2:3]2)[CH2:17][CH2:16][C:11]2([O:15][CH2:14][CH2:13][O:12]2)[CH2:10][CH2:9]1.